From a dataset of Reaction yield outcomes from USPTO patents with 853,638 reactions. Predict the reaction yield, written as a fraction of the theoretical maximum amount of product (1.0 means a 100% yield; for example, 0.34 means a 34% yield). The reactants are [CH3:1]/[C:2](=[CH:8]\[C:9]1[CH:14]=[CH:13][C:12]([C:15]2[N:19]=[CH:18][N:17]([C:20]3[CH:25]=[CH:24][C:23]([O:26][C:27]([F:30])([F:29])[F:28])=[CH:22][CH:21]=3)[N:16]=2)=[CH:11][CH:10]=1)/[C:3]([O:5][CH2:6][CH3:7])=[O:4]. The catalyst is [Pd].C(OCC)(=O)C. The product is [CH3:1][CH:2]([CH2:8][C:9]1[CH:10]=[CH:11][C:12]([C:15]2[N:19]=[CH:18][N:17]([C:20]3[CH:21]=[CH:22][C:23]([O:26][C:27]([F:29])([F:30])[F:28])=[CH:24][CH:25]=3)[N:16]=2)=[CH:13][CH:14]=1)[C:3]([O:5][CH2:6][CH3:7])=[O:4]. The yield is 1.00.